Dataset: Reaction yield outcomes from USPTO patents with 853,638 reactions. Task: Predict the reaction yield, written as a fraction of the theoretical maximum amount of product (1.0 means a 100% yield; for example, 0.34 means a 34% yield). (1) The yield is 0.660. The product is [O:32]1[C@@H:6]2[C@@:7]1([OH:27])[C:2]([CH3:15])([CH3:1])[O:3][C:4]1[C:5]2=[CH:8][CH:9]=[C:10]([N+:12]([O-:14])=[O:13])[CH:11]=1. The reactants are [CH3:1][C:2]1([CH3:15])[CH:7]=[CH:6][C:5]2[CH:8]=[CH:9][C:10]([N+:12]([O-:14])=[O:13])=[CH:11][C:4]=2[O:3]1.CN1C=CN=C1.Cl[O-].[Na+].S([O-])([O-])(=[O:27])=S.[Na+].[Na+].[OH2:32]. The catalyst is C(OCC)(=O)C. (2) The reactants are [C:1]([O:5][C:6](=[O:33])[NH:7][CH2:8][CH:9]1[CH2:14][CH2:13][N:12]([C:15]2[CH:20]=[C:19]([C:21](=[O:29])[NH:22][C:23]3[CH:28]=[CH:27][CH:26]=[CH:25][CH:24]=3)[CH:18]=[CH:17][C:16]=2[N+:30]([O-])=O)[CH2:11][CH2:10]1)([CH3:4])([CH3:3])[CH3:2].C(OCC)(=O)C.O.[Cl-].[NH4+]. The catalyst is C(O)C.[Fe]. The product is [C:1]([O:5][C:6](=[O:33])[NH:7][CH2:8][CH:9]1[CH2:14][CH2:13][N:12]([C:15]2[CH:20]=[C:19]([C:21](=[O:29])[NH:22][C:23]3[CH:24]=[CH:25][CH:26]=[CH:27][CH:28]=3)[CH:18]=[CH:17][C:16]=2[NH2:30])[CH2:11][CH2:10]1)([CH3:4])([CH3:2])[CH3:3]. The yield is 1.00. (3) The reactants are [H-].[CH2:7]([Al+][CH2:7][CH:8]([CH3:10])[CH3:9])[CH:8]([CH3:10])[CH3:9].O1C[CH2:14][CH2:13][CH2:12]1.O.S([O-])([O-])(=O)=O.[Mg+2].C([O:25][CH2:26][CH3:27])C. The catalyst is ClCCl. The product is [CH3:9][C:8]1([CH3:10])[C:27]([CH2:26][OH:25])=[CH:14][CH2:13][CH2:12][CH2:7]1. The yield is 0.950. (4) The reactants are [C:1]([N:4]1[C:12]2[C:7](=[CH:8][C:9]([C:13](O)=[O:14])=[CH:10][CH:11]=2)[C:6]([C:16]2[CH:21]=[CH:20][C:19]([F:22])=[CH:18][CH:17]=2)=[N:5]1)(=[O:3])[CH3:2].[Cl:23]CCl.C(Cl)(=O)C(Cl)=O. The catalyst is CN(C=O)C. The product is [C:1]([N:4]1[C:12]2[C:7](=[CH:8][C:9]([C:13]([Cl:23])=[O:14])=[CH:10][CH:11]=2)[C:6]([C:16]2[CH:21]=[CH:20][C:19]([F:22])=[CH:18][CH:17]=2)=[N:5]1)(=[O:3])[CH3:2]. The yield is 0.840. (5) The reactants are C([NH:4][C:5]1[C:6]([N+:16]([O-:18])=[O:17])=[C:7]([C:12]([Br:15])=[CH:13][CH:14]=1)[C:8]([O:10][CH3:11])=[O:9])(=O)C.C(=O)([O-])O.[Na+]. The catalyst is CO. The product is [NH2:4][C:5]1[C:6]([N+:16]([O-:18])=[O:17])=[C:7]([C:12]([Br:15])=[CH:13][CH:14]=1)[C:8]([O:10][CH3:11])=[O:9]. The yield is 1.00.